Dataset: Merck oncology drug combination screen with 23,052 pairs across 39 cell lines. Task: Regression. Given two drug SMILES strings and cell line genomic features, predict the synergy score measuring deviation from expected non-interaction effect. (1) Drug 1: NC1CCCCC1N.O=C(O)C(=O)O.[Pt+2]. Drug 2: Cn1cc(-c2cnn3c(N)c(Br)c(C4CCCNC4)nc23)cn1. Cell line: COLO320DM. Synergy scores: synergy=10.1. (2) Drug 2: NC1(c2ccc(-c3nc4ccn5c(=O)[nH]nc5c4cc3-c3ccccc3)cc2)CCC1. Synergy scores: synergy=51.3. Cell line: MSTO. Drug 1: CC(=O)OC1C(=O)C2(C)C(O)CC3OCC3(OC(C)=O)C2C(OC(=O)c2ccccc2)C2(O)CC(OC(=O)C(O)C(NC(=O)c3ccccc3)c3ccccc3)C(C)=C1C2(C)C. (3) Drug 1: O=C(O)C1(Cc2cccc(Nc3nccs3)n2)CCC(Oc2cccc(Cl)c2F)CC1. Drug 2: CCc1cnn2c(NCc3ccc[n+]([O-])c3)cc(N3CCCCC3CCO)nc12. Cell line: UWB1289BRCA1. Synergy scores: synergy=-1.79. (4) Drug 1: Cc1nc(Nc2ncc(C(=O)Nc3c(C)cccc3Cl)s2)cc(N2CCN(CCO)CC2)n1. Drug 2: Cn1c(=O)n(-c2ccc(C(C)(C)C#N)cc2)c2c3cc(-c4cnc5ccccc5c4)ccc3ncc21. Cell line: ES2. Synergy scores: synergy=23.3. (5) Drug 1: NC(=O)c1cccc2cn(-c3ccc(C4CCCNC4)cc3)nc12. Drug 2: CC(C)CC(NC(=O)C(Cc1ccccc1)NC(=O)c1cnccn1)B(O)O. Cell line: EFM192B. Synergy scores: synergy=2.91.